Dataset: Forward reaction prediction with 1.9M reactions from USPTO patents (1976-2016). Task: Predict the product of the given reaction. (1) Given the reactants [C:1]([O:5][C:6]([N:8]1[C:12]2[C:13]([C:17]3[CH:21]=[CH:20][N:19]([C:22]([O:24][C:25]([CH3:28])([CH3:27])[CH3:26])=[O:23])[CH:18]=3)=[CH:14][CH:15]=[CH:16][C:11]=2[N:10]([CH2:29][C:30]2[CH:35]=[CH:34][CH:33]=[CH:32][CH:31]=2)[C:9]1=[O:36])=[O:7])([CH3:4])([CH3:3])[CH3:2], predict the reaction product. The product is: [C:1]([O:5][C:6]([N:8]1[C:12]2[C:13]([CH:17]3[CH2:21][CH2:20][N:19]([C:22]([O:24][C:25]([CH3:28])([CH3:27])[CH3:26])=[O:23])[CH2:18]3)=[CH:14][CH:15]=[CH:16][C:11]=2[N:10]([CH2:29][C:30]2[CH:35]=[CH:34][CH:33]=[CH:32][CH:31]=2)[C:9]1=[O:36])=[O:7])([CH3:2])([CH3:3])[CH3:4]. (2) Given the reactants [F:1][C:2]([F:35])([F:34])[C:3]1[CH:33]=[CH:32][C:6]([CH:7]=[N:8][N:9]2[CH2:14][CH2:13][N:12]([C:15]([O:17][CH2:18][C@@:19]([OH:31])([CH3:30])[CH2:20][N:21]3[CH:25]=[C:24]([N+:26]([O-:28])=[O:27])[N:23]=[C:22]3Cl)=[O:16])[CH2:11][CH2:10]2)=[CH:5][CH:4]=1.[H-].[Na+], predict the reaction product. The product is: [F:1][C:2]([F:35])([F:34])[C:3]1[CH:33]=[CH:32][C:6]([CH:7]=[N:8][N:9]2[CH2:14][CH2:13][N:12]([C:15]([O:17][CH2:18][C@:19]3([CH3:30])[O:31][C:22]4=[N:23][C:24]([N+:26]([O-:28])=[O:27])=[CH:25][N:21]4[CH2:20]3)=[O:16])[CH2:11][CH2:10]2)=[CH:5][CH:4]=1. (3) The product is: [Cl:1][C:2]1[C:12]2[CH2:11][CH2:10][NH:9][CH2:8][CH2:7][C:6]=2[N:5]=[CH:4][N:3]=1. Given the reactants [Cl:1][C:2]1[C:12]2[CH2:11][CH2:10][N:9](C(OC(C)(C)C)=O)[CH2:8][CH2:7][C:6]=2[N:5]=[CH:4][N:3]=1.Cl, predict the reaction product. (4) Given the reactants Br[CH2:2][C:3](=O)[C:4]([CH3:7])([CH3:6])[CH3:5].[NH2:9][C:10]1[CH:15]=[CH:14][C:13]([N+:16]([O-:18])=[O:17])=[CH:12][N:11]=1, predict the reaction product. The product is: [C:4]([C:3]1[N:9]=[C:10]2[CH:15]=[CH:14][C:13]([N+:16]([O-:18])=[O:17])=[CH:12][N:11]2[CH:2]=1)([CH3:7])([CH3:6])[CH3:5]. (5) Given the reactants Cl.[NH2:2][CH2:3][C:4]1[CH:5]=[CH:6][C:7]([O:11][CH2:12][CH2:13][CH3:14])=[C:8]([OH:10])[CH:9]=1.C(N(CC)CC)C.Br[C:23]1[CH:24]=[C:25]2[C:30](=[CH:31][C:32]=1OC)[C:29](=[O:35])[NH:28][C:27](=[O:36])/[C:26]/2=[CH:37]/OC.CN(C)C=[O:43], predict the reaction product. The product is: [OH:43][N:28]1[C:27](=[O:36])[C:26](=[CH:37][NH:2][CH2:3][C:4]2[CH:5]=[CH:6][C:7]([O:11][CH2:12][CH2:13][CH3:14])=[C:8]([OH:10])[CH:9]=2)[C:25]2[C:30](=[CH:31][CH:32]=[CH:23][CH:24]=2)[C:29]1=[O:35]. (6) The product is: [Cl:1][C:2]1[CH:3]=[C:4]([NH2:26])[C:5]([NH:9][CH:10]2[CH2:15][CH2:14][N:13]([C@H:16]3[CH2:21][CH2:20][C@@H:19]([O:22][CH2:23][CH2:24][CH3:25])[CH2:18][CH2:17]3)[CH2:12][CH2:11]2)=[CH:6][C:7]=1[CH3:8]. Given the reactants [Cl:1][C:2]1[C:7]([CH3:8])=[CH:6][C:5]([NH:9][CH:10]2[CH2:15][CH2:14][N:13]([C@H:16]3[CH2:21][CH2:20][C@@H:19]([O:22][CH2:23][CH2:24][CH3:25])[CH2:18][CH2:17]3)[CH2:12][CH2:11]2)=[C:4]([N+:26]([O-])=O)[CH:3]=1.O.NN, predict the reaction product.